From a dataset of Peptide-MHC class II binding affinity with 134,281 pairs from IEDB. Regression. Given a peptide amino acid sequence and an MHC pseudo amino acid sequence, predict their binding affinity value. This is MHC class II binding data. (1) The peptide sequence is LHLYSHPIILGFRKI. The MHC is DRB1_0405 with pseudo-sequence DRB1_0405. The binding affinity (normalized) is 0.492. (2) The peptide sequence is DLPTHENHGLKTRQE. The MHC is HLA-DQA10201-DQB10301 with pseudo-sequence HLA-DQA10201-DQB10301. The binding affinity (normalized) is 0. (3) The peptide sequence is EAKITMLTNGQCQNI. The MHC is DRB3_0101 with pseudo-sequence DRB3_0101. The binding affinity (normalized) is 0.253. (4) The peptide sequence is AFMLAWNYGVPRVMS. The MHC is HLA-DQA10104-DQB10503 with pseudo-sequence HLA-DQA10104-DQB10503. The binding affinity (normalized) is 0.462. (5) The peptide sequence is AAATAGTTVYGAFAT. The MHC is HLA-DQA10102-DQB10602 with pseudo-sequence HLA-DQA10102-DQB10602. The binding affinity (normalized) is 0.787. (6) The peptide sequence is LNKFISPKSVAGRFA. The MHC is DRB1_1501 with pseudo-sequence DRB1_1501. The binding affinity (normalized) is 0.553.